This data is from Reaction yield outcomes from USPTO patents with 853,638 reactions. The task is: Predict the reaction yield, written as a fraction of the theoretical maximum amount of product (1.0 means a 100% yield; for example, 0.34 means a 34% yield). (1) The reactants are [CH3:1][C@H:2]([N:15]=[N+]=[N-])[CH2:3][C:4]1[CH:9]=[C:8]([C:10]([F:13])([F:12])[F:11])[CH:7]=[CH:6][C:5]=1[CH3:14]. The catalyst is CCOC(C)=O.[Pd]. The product is [CH3:1][C@H:2]([NH2:15])[CH2:3][C:4]1[CH:9]=[C:8]([C:10]([F:11])([F:12])[F:13])[CH:7]=[CH:6][C:5]=1[CH3:14]. The yield is 0.750. (2) The catalyst is CN(C=O)C. The product is [N+:13]([C:16]1[N:21]=[CH:20][C:19]([O:22][CH:2]2[CH2:5][N:4]([C:6]([O:8][C:9]([CH3:12])([CH3:11])[CH3:10])=[O:7])[CH2:3]2)=[CH:18][CH:17]=1)([O-:15])=[O:14]. The reactants are I[CH:2]1[CH2:5][N:4]([C:6]([O:8][C:9]([CH3:12])([CH3:11])[CH3:10])=[O:7])[CH2:3]1.[N+:13]([C:16]1[N:21]=[CH:20][C:19]([OH:22])=[CH:18][CH:17]=1)([O-:15])=[O:14].C([O-])([O-])=O.[Cs+].[Cs+]. The yield is 0.590. (3) The reactants are [Br:1][C:2]1[CH:7]=[CH:6][C:5]([C@@H:8](O)[CH2:9][N:10]2[CH2:15][CH2:14][O:13][CH2:12][CH2:11]2)=[CH:4][CH:3]=1.C(N(CC)CC)C.CS([Cl:28])(=O)=O. The catalyst is C(Cl)Cl. The product is [Br:1][C:2]1[CH:7]=[CH:6][C:5]([C@@H:8]([Cl:28])[CH2:9][N:10]2[CH2:15][CH2:14][O:13][CH2:12][CH2:11]2)=[CH:4][CH:3]=1. The yield is 0.670. (4) The reactants are [Cl:1][C:2]1[CH:7]=[CH:6][C:5]([N:8]2[CH2:13][CH2:12][CH:11]([C:14](O)=[O:15])[CH2:10][CH2:9]2)=[CH:4][C:3]=1[C:17]1[NH:21][C:20]2[CH:22]=[CH:23][C:24]([F:26])=[CH:25][C:19]=2[N:18]=1.CN(C(ON1N=NC2C=CC=NC1=2)=[N+](C)C)C.F[P-](F)(F)(F)(F)F.[CH3:51][N:52]([CH3:58])[CH2:53][CH2:54][CH2:55][NH:56][CH3:57]. The catalyst is ClCCl. The product is [CH3:51][N:52]([CH3:58])[CH2:53][CH2:54][CH2:55][N:56]([CH3:57])[C:14]([CH:11]1[CH2:10][CH2:9][N:8]([C:5]2[CH:6]=[CH:7][C:2]([Cl:1])=[C:3]([C:17]3[NH:21][C:20]4[CH:22]=[CH:23][C:24]([F:26])=[CH:25][C:19]=4[N:18]=3)[CH:4]=2)[CH2:13][CH2:12]1)=[O:15]. The yield is 0.490. (5) The reactants are [C:1]([C:3]1[C:11]2[C:6](=[CH:7][C:8]([OH:12])=[CH:9][CH:10]=2)[N:5]([CH2:13][CH3:14])[C:4]=1[C:15]1[CH:20]=[CH:19][C:18]([NH:21][C:22]([CH:24]2[CH2:26][CH2:25]2)=[O:23])=[CH:17][CH:16]=1)#[N:2].C([O-])([O-])=O.[K+].[K+].Br[CH2:34][CH2:35][Cl:36].O. The catalyst is CCC(C)=O.C(OCC)(=O)C. The product is [Cl:36][CH2:35][CH2:34][O:12][C:8]1[CH:7]=[C:6]2[C:11]([C:3]([C:1]#[N:2])=[C:4]([C:15]3[CH:20]=[CH:19][C:18]([NH:21][C:22]([CH:24]4[CH2:26][CH2:25]4)=[O:23])=[CH:17][CH:16]=3)[N:5]2[CH2:13][CH3:14])=[CH:10][CH:9]=1. The yield is 0.810.